This data is from PAMPA (Parallel Artificial Membrane Permeability Assay) permeability data from NCATS. The task is: Regression/Classification. Given a drug SMILES string, predict its absorption, distribution, metabolism, or excretion properties. Task type varies by dataset: regression for continuous measurements (e.g., permeability, clearance, half-life) or binary classification for categorical outcomes (e.g., BBB penetration, CYP inhibition). Dataset: pampa_ncats. (1) The molecule is C1COC2=C(C=C(C=C2)C3=NN=C(S3)N4CCC(CC4)C(=O)N)OC1. The result is 1 (high permeability). (2) The compound is CC1=CC(=C(C=C1N2C=C(N=C2)C3CC3)C(=O)NC4=CC=CC(=N4)C5=NN=CN5C(C)C)F. The result is 1 (high permeability). (3) The compound is CC1=C(C=CC(=C1)F)S(=O)(=O)NC2=C(C=CN=C2)C(=O)NC3=NC(=CS3)C4=CC=CC=C4. The result is 1 (high permeability). (4) The drug is C1=CC=C(C=C1)C2=CSC(=N2)NC(=O)C3=C(C=NC=C3)NS(=O)(=O)C4=CC=CC(=C4)C#N. The result is 1 (high permeability). (5) The compound is CN(CC1=C(C(=CC=C1)OC)O)C2=CC=C(C=C2)[S+](=O)(NC3=NC=CS3)[O-]. The result is 1 (high permeability). (6) The molecule is CCOC(=O)C1CCN(CC1)C(=O)C2(CCC2)NC(=O)NC3=CC=CC=C3Cl. The result is 1 (high permeability). (7) The molecule is CC1=C(C=CC=C1Cl)N2C(=O)C3=C(N(C2=O)CC4=CC(=CC=C4)OC)SC5=C3CCN(C5)C(=O)C. The result is 1 (high permeability). (8) The drug is CCNC(=O)C1=COC(=N1)COC2=CC3=C(CCN(C3C4=CC=C(C=C4)F)C(=O)CC(C)C)C=C2. The result is 1 (high permeability).